Predict which catalyst facilitates the given reaction. From a dataset of Catalyst prediction with 721,799 reactions and 888 catalyst types from USPTO. (1) Product: [CH3:1][O:2][C:3](=[O:29])[CH:4]([NH2:18])[CH2:5][C:6]1[CH:7]=[C:8]2[C:12](=[C:13]([CH:15]([CH3:16])[CH3:17])[CH:14]=1)[NH:11][N:10]=[CH:9]2. The catalyst class is: 19. Reactant: [CH3:1][O:2][C:3](=[O:29])[C:4]([NH:18]C(OCC1C=CC=CC=1)=O)=[CH:5][C:6]1[CH:7]=[C:8]2[C:12](=[C:13]([CH:15]([CH3:17])[CH3:16])[CH:14]=1)[NH:11][N:10]=[CH:9]2. (2) Product: [F:1][C:2]1[CH:3]=[CH:4][C:5]([CH:8]([C:25]2[CH:26]=[CH:27][C:28]([F:31])=[CH:29][CH:30]=2)[CH2:9][CH2:10][N:11]2[CH2:12][CH2:13][CH:14]([NH:17][CH3:18])[CH2:15][CH2:16]2)=[CH:6][CH:7]=1. Reactant: [F:1][C:2]1[CH:7]=[CH:6][C:5]([CH:8]([C:25]2[CH:30]=[CH:29][C:28]([F:31])=[CH:27][CH:26]=2)[CH2:9][CH2:10][N:11]2[CH2:16][CH2:15][CH:14]([NH:17][C:18](OC(C)(C)C)=O)[CH2:13][CH2:12]2)=[CH:4][CH:3]=1.[H-].[H-].[H-].[H-].[Li+].[Al+3]. The catalyst class is: 1. (3) Reactant: [NH2:1][CH2:2][C:3]1[O:7][N:6]=[C:5]([CH2:8][N:9]([CH2:22][C:23]([F:26])([F:25])[F:24])[C:10]2[CH:17]=[CH:16][C:13]([C:14]#[N:15])=[C:12]([C:18]([F:21])([F:20])[F:19])[CH:11]=2)[N:4]=1.[C:27](Cl)(=[O:29])[CH3:28]. Product: [C:14]([C:13]1[CH:16]=[CH:17][C:10]([N:9]([CH2:8][C:5]2[N:4]=[C:3]([CH2:2][NH:1][C:27](=[O:29])[CH3:28])[O:7][N:6]=2)[CH2:22][C:23]([F:26])([F:25])[F:24])=[CH:11][C:12]=1[C:18]([F:19])([F:20])[F:21])#[N:15]. The catalyst class is: 2. (4) Reactant: ClC1C=C(C=CC=1)C(OO)=[O:6].[CH3:12][C:13]1([CH3:40])[O:17][N:16]=[C:15]([S:18][CH:19]([C:24]2[C:25]([C:36]([F:39])([F:38])[F:37])=[N:26][N:27]([CH3:35])[C:28]=2[O:29][CH2:30][C:31]([F:34])([F:33])[F:32])[C:20]([F:23])([F:22])[F:21])[CH2:14]1. Product: [CH3:12][C:13]1([CH3:40])[O:17][N:16]=[C:15]([S:18]([CH:19]([C:24]2[C:25]([C:36]([F:39])([F:37])[F:38])=[N:26][N:27]([CH3:35])[C:28]=2[O:29][CH2:30][C:31]([F:32])([F:33])[F:34])[C:20]([F:23])([F:22])[F:21])=[O:6])[CH2:14]1. The catalyst class is: 4.